This data is from Catalyst prediction with 721,799 reactions and 888 catalyst types from USPTO. The task is: Predict which catalyst facilitates the given reaction. (1) Reactant: C(OC(=O)[N:7]([S:13]([C:16]1[CH:21]=[C:20]([Cl:22])[C:19]([O:23][C:24]2[CH:25]=[N:26][C:27](Cl)=[CH:28][C:29]=2[C:30]2[CH:34]=[CH:33][O:32][CH:31]=2)=[CH:18][C:17]=1[F:36])(=[O:15])=[O:14])[C:8]1[N:9]=[CH:10][S:11][CH:12]=1)(C)(C)C.[F:38][C:39]1[C:44](B(O)O)=[CH:43][CH:42]=[CH:41][N:40]=1.C([O-])([O-])=O.[Na+].[Na+]. Product: [Cl:22][C:20]1[C:19]([O:23][C:24]2[C:29]([C:30]3[CH:34]=[CH:33][O:32][CH:31]=3)=[CH:28][C:27]([C:44]3[C:39]([F:38])=[N:40][CH:41]=[CH:42][CH:43]=3)=[N:26][CH:25]=2)=[CH:18][C:17]([F:36])=[C:16]([S:13]([NH:7][C:8]2[N:9]=[CH:10][S:11][CH:12]=2)(=[O:15])=[O:14])[CH:21]=1. The catalyst class is: 70. (2) Reactant: C[O:2][C:3](=[O:31])[C:4]1[CH:9]=[CH:8][C:7]([CH2:10][N:11]([CH2:14][C:15]2[CH:20]=[CH:19][C:18]([C@@H:21]3[O:26][C:25]4[CH:27]=[CH:28][CH:29]=[CH:30][C:24]=4[O:23][CH2:22]3)=[CH:17][CH:16]=2)[CH2:12][CH3:13])=[CH:6][CH:5]=1.O[Li].O.CO.O. Product: [O:26]1[C:25]2[CH:27]=[CH:28][CH:29]=[CH:30][C:24]=2[O:23][CH2:22][C@@H:21]1[C:18]1[CH:19]=[CH:20][C:15]([CH2:14][N:11]([CH2:10][C:7]2[CH:6]=[CH:5][C:4]([C:3]([OH:31])=[O:2])=[CH:9][CH:8]=2)[CH2:12][CH3:13])=[CH:16][CH:17]=1. The catalyst class is: 15. (3) Product: [N:13]1[CH:14]=[CH:15][CH:16]=[CH:17][C:12]=1[O:11][C@H:8]1[CH2:9][CH2:10][C@H:5]([C:3]([NH:19][NH2:20])=[O:2])[CH2:6][CH2:7]1. Reactant: C[O:2][C:3]([C@H:5]1[CH2:10][CH2:9][C@H:8]([O:11][C:12]2[CH:17]=[CH:16][CH:15]=[CH:14][N:13]=2)[CH2:7][CH2:6]1)=O.O.[NH2:19][NH2:20]. The catalyst class is: 51. (4) Reactant: C([O:8][C:9]1[C:16]([O:17][C:18]2[CH:23]=[CH:22][C:21]([Cl:24])=[CH:20][C:19]=2[Cl:25])=[CH:15][C:12]([C:13]#[N:14])=[C:11]([Cl:26])[CH:10]=1)C1C=CC=CC=1.B(Br)(Br)Br. Product: [Cl:26][C:11]1[CH:10]=[C:9]([OH:8])[C:16]([O:17][C:18]2[CH:23]=[CH:22][C:21]([Cl:24])=[CH:20][C:19]=2[Cl:25])=[CH:15][C:12]=1[C:13]#[N:14]. The catalyst class is: 2. (5) The catalyst class is: 22. Product: [Cl:12][C:13]1[CH:14]=[CH:15][C:16]([C:19]2([C:20]([O:22][CH3:23])=[O:21])[CH2:24][O:9]2)=[CH:17][CH:18]=1. Reactant: C1C=C(Cl)C=C(C(OO)=[O:9])C=1.[Cl:12][C:13]1[CH:18]=[CH:17][C:16]([C:19](=[CH2:24])[C:20]([O:22][CH3:23])=[O:21])=[CH:15][CH:14]=1. (6) The catalyst class is: 7. Reactant: [CH3:1][NH:2][CH:3]([CH2:5][CH:6]=[CH2:7])[CH3:4].[C:8](O[C:8]([O:10][C:11]([CH3:14])([CH3:13])[CH3:12])=[O:9])([O:10][C:11]([CH3:14])([CH3:13])[CH3:12])=[O:9]. Product: [CH3:1][N:2]([C:8]([O:10][C:11]([CH3:14])([CH3:13])[CH3:12])=[O:9])[CH:3]([CH2:5][CH:6]=[CH2:7])[CH3:4]. (7) Reactant: CCN(C(C)C)C(C)C.[C:10](#[N:20])[C:11]1[CH:19]=[CH:18][C:17]2[O:16][CH2:15][O:14][C:13]=2[CH:12]=1.Cl.[NH2:22][OH:23]. Product: [OH:23]/[N:22]=[C:10](/[C:11]1[CH:19]=[CH:18][C:17]2[O:16][CH2:15][O:14][C:13]=2[CH:12]=1)\[NH2:20]. The catalyst class is: 14.